From a dataset of NCI-60 drug combinations with 297,098 pairs across 59 cell lines. Regression. Given two drug SMILES strings and cell line genomic features, predict the synergy score measuring deviation from expected non-interaction effect. (1) Drug 1: CNC(=O)C1=NC=CC(=C1)OC2=CC=C(C=C2)NC(=O)NC3=CC(=C(C=C3)Cl)C(F)(F)F. Drug 2: COC1=C2C(=CC3=C1OC=C3)C=CC(=O)O2. Cell line: HOP-62. Synergy scores: CSS=21.3, Synergy_ZIP=1.50, Synergy_Bliss=-1.84, Synergy_Loewe=-0.924, Synergy_HSA=1.33. (2) Drug 1: CC1=C2C(C(=O)C3(C(CC4C(C3C(C(C2(C)C)(CC1OC(=O)C(C(C5=CC=CC=C5)NC(=O)C6=CC=CC=C6)O)O)OC(=O)C7=CC=CC=C7)(CO4)OC(=O)C)O)C)OC(=O)C. Drug 2: CC12CCC3C(C1CCC2OP(=O)(O)O)CCC4=C3C=CC(=C4)OC(=O)N(CCCl)CCCl.[Na+]. Cell line: SK-OV-3. Synergy scores: CSS=56.1, Synergy_ZIP=18.7, Synergy_Bliss=17.8, Synergy_Loewe=-7.67, Synergy_HSA=16.1. (3) Drug 1: C1CCC(CC1)NC(=O)N(CCCl)N=O. Drug 2: C(CC(=O)O)C(=O)CN.Cl. Cell line: HS 578T. Synergy scores: CSS=20.2, Synergy_ZIP=-7.75, Synergy_Bliss=0.976, Synergy_Loewe=-0.411, Synergy_HSA=2.24. (4) Drug 1: C1CN1C2=NC(=NC(=N2)N3CC3)N4CC4. Drug 2: CC1C(C(CC(O1)OC2CC(CC3=C2C(=C4C(=C3O)C(=O)C5=C(C4=O)C(=CC=C5)OC)O)(C(=O)C)O)N)O.Cl. Cell line: U251. Synergy scores: CSS=67.3, Synergy_ZIP=2.52, Synergy_Bliss=1.96, Synergy_Loewe=-6.01, Synergy_HSA=2.38. (5) Drug 1: CC1=C2C(C(=O)C3(C(CC4C(C3C(C(C2(C)C)(CC1OC(=O)C(C(C5=CC=CC=C5)NC(=O)OC(C)(C)C)O)O)OC(=O)C6=CC=CC=C6)(CO4)OC(=O)C)O)C)O. Drug 2: COC1=C2C(=CC3=C1OC=C3)C=CC(=O)O2. Cell line: OVCAR-5. Synergy scores: CSS=14.1, Synergy_ZIP=-14.9, Synergy_Bliss=-17.5, Synergy_Loewe=-39.4, Synergy_HSA=-17.2. (6) Synergy scores: CSS=25.9, Synergy_ZIP=-2.21, Synergy_Bliss=3.97, Synergy_Loewe=-6.38, Synergy_HSA=2.80. Drug 1: CC1=C(C(=CC=C1)Cl)NC(=O)C2=CN=C(S2)NC3=CC(=NC(=N3)C)N4CCN(CC4)CCO. Cell line: LOX IMVI. Drug 2: CC(C)NC(=O)C1=CC=C(C=C1)CNNC.Cl. (7) Drug 1: CCC1=C2CN3C(=CC4=C(C3=O)COC(=O)C4(CC)O)C2=NC5=C1C=C(C=C5)O. Drug 2: CN1C2=C(C=C(C=C2)N(CCCl)CCCl)N=C1CCCC(=O)O.Cl. Cell line: NCI-H226. Synergy scores: CSS=5.45, Synergy_ZIP=-2.34, Synergy_Bliss=-1.23, Synergy_Loewe=-6.65, Synergy_HSA=-0.651. (8) Drug 1: C1CC(=O)NC(=O)C1N2CC3=C(C2=O)C=CC=C3N. Drug 2: C1=NNC2=C1C(=O)NC=N2. Cell line: A549. Synergy scores: CSS=11.6, Synergy_ZIP=-2.86, Synergy_Bliss=1.78, Synergy_Loewe=2.12, Synergy_HSA=2.61. (9) Drug 1: CC1C(C(CC(O1)OC2CC(OC(C2O)C)OC3=CC4=CC5=C(C(=O)C(C(C5)C(C(=O)C(C(C)O)O)OC)OC6CC(C(C(O6)C)O)OC7CC(C(C(O7)C)O)OC8CC(C(C(O8)C)O)(C)O)C(=C4C(=C3C)O)O)O)O. Drug 2: CC(C)(C#N)C1=CC(=CC(=C1)CN2C=NC=N2)C(C)(C)C#N. Cell line: HOP-92. Synergy scores: CSS=22.9, Synergy_ZIP=1.24, Synergy_Bliss=1.72, Synergy_Loewe=-2.68, Synergy_HSA=1.26.